Dataset: Forward reaction prediction with 1.9M reactions from USPTO patents (1976-2016). Task: Predict the product of the given reaction. (1) Given the reactants [Br:1][C:2]1[C:3](=[O:32])[N:4]([CH2:19][C:20]2[CH:21]=[CH:22][C:23]([CH:30]=[CH2:31])=[C:24]([CH:29]=2)[C:25]([O:27]C)=[O:26])[C:5]([CH3:18])=[CH:6][C:7]=1[O:8][CH2:9][C:10]1[CH:15]=[CH:14][C:13]([F:16])=[CH:12][C:11]=1[F:17].[OH-].[Na+].O1CCCC1.Cl, predict the reaction product. The product is: [Br:1][C:2]1[C:3](=[O:32])[N:4]([CH2:19][C:20]2[CH:21]=[CH:22][C:23]([CH:30]=[CH2:31])=[C:24]([CH:29]=2)[C:25]([OH:27])=[O:26])[C:5]([CH3:18])=[CH:6][C:7]=1[O:8][CH2:9][C:10]1[CH:15]=[CH:14][C:13]([F:16])=[CH:12][C:11]=1[F:17]. (2) Given the reactants Cl[C:2]1[C:3]([C:10]2[C:11]([NH2:17])=[N:12][CH:13]=[C:14]([F:16])[CH:15]=2)=[CH:4][C:5]([O:8][CH3:9])=[N:6][CH:7]=1.CC(C)([O-])C.[K+], predict the reaction product. The product is: [F:16][C:14]1[CH:15]=[C:10]2[C:3]3[C:2](=[CH:7][N:6]=[C:5]([O:8][CH3:9])[CH:4]=3)[NH:17][C:11]2=[N:12][CH:13]=1.